From a dataset of Forward reaction prediction with 1.9M reactions from USPTO patents (1976-2016). Predict the product of the given reaction. (1) Given the reactants [C:1]([O:5][C:6]([N:8]1[CH2:13][CH2:12][C:11]([CH2:15][NH2:16])([F:14])[CH2:10][CH2:9]1)=[O:7])([CH3:4])([CH3:3])[CH3:2].[CH:17]1[C:29]2[CH:28]([CH2:30][O:31][C:32]([N:34]=[C:35]=[S:36])=[O:33])[C:27]3[C:22](=[CH:23][CH:24]=[CH:25][CH:26]=3)[C:21]=2[CH:20]=[CH:19][CH:18]=1, predict the reaction product. The product is: [C:1]([O:5][C:6]([N:8]1[CH2:9][CH2:10][C:11]([CH2:15][NH:16][C:35]([NH:34][C:32]([O:31][CH2:30][CH:28]2[C:27]3[CH:26]=[CH:25][CH:24]=[CH:23][C:22]=3[C:21]3[C:29]2=[CH:17][CH:18]=[CH:19][CH:20]=3)=[O:33])=[S:36])([F:14])[CH2:12][CH2:13]1)=[O:7])([CH3:4])([CH3:3])[CH3:2]. (2) Given the reactants CC([N:5]([C@H:9]([CH2:27][N:28]1[C:36](=[O:37])[C:35]2[C:30](=[CH:31][CH:32]=[CH:33][CH:34]=2)[C:29]1=[O:38])[CH2:10][C:11]1[CH:16]=[CH:15][C:14]([C:17]2[N:18]=[C:19]3[C:24]([Br:25])=[CH:23][CH:22]=[CH:21][N:20]3[CH:26]=2)=[CH:13][CH:12]=1)[C:6](=O)[O-:7])(C)C.Cl.C(N(C(C)C)CC)(C)C.[Cl:49][C:50]1[CH:51]=[C:52]([CH:67]=[CH:68][C:69]=1[O:70][CH:71]([CH3:73])[CH3:72])C(OC1C(F)=C(F)C(F)=C(F)C=1F)=O, predict the reaction product. The product is: [Br:25][C:24]1[C:19]2[N:20]([CH:26]=[C:17]([C:14]3[CH:13]=[CH:12][C:11]([CH2:10][C@H:9]([NH:5][C:6](=[O:7])[C:52]4[CH:67]=[CH:68][C:69]([O:70][CH:71]([CH3:72])[CH3:73])=[C:50]([Cl:49])[CH:51]=4)[CH2:27][N:28]4[C:29](=[O:38])[C:30]5[C:35](=[CH:34][CH:33]=[CH:32][CH:31]=5)[C:36]4=[O:37])=[CH:16][CH:15]=3)[N:18]=2)[CH:21]=[CH:22][CH:23]=1.